The task is: Predict the reactants needed to synthesize the given product.. This data is from Full USPTO retrosynthesis dataset with 1.9M reactions from patents (1976-2016). (1) The reactants are: [C:1]([C:3]1[CH:4]=[C:5]([CH:10]=[CH:11][C:12]=1[O:13][CH:14]([CH3:16])[CH3:15])[C:6]([O:8]C)=[O:7])#[N:2].[OH-].[Na+]. Given the product [C:1]([C:3]1[CH:4]=[C:5]([CH:10]=[CH:11][C:12]=1[O:13][CH:14]([CH3:16])[CH3:15])[C:6]([OH:8])=[O:7])#[N:2], predict the reactants needed to synthesize it. (2) The reactants are: [NH2:1][CH2:2][C@H:3]([NH:11][C:12]1[N:17]=[C:16]([N:18]([CH3:31])[C:19]2[CH:24]=[CH:23][N:22]=[C:21]([C:25]3[CH:30]=[CH:29][CH:28]=[CH:27][CH:26]=3)[N:20]=2)[CH:15]=[CH:14][N:13]=1)[CH2:4][C:5]1[CH:10]=[CH:9][CH:8]=[CH:7][CH:6]=1.[CH3:32][C:33]([CH3:35])=O.C(O[BH-](OC(=O)C)OC(=O)C)(=O)C.[Na+]. Given the product [CH:33]([NH:1][CH2:2][C@H:3]([NH:11][C:12]1[N:17]=[C:16]([N:18]([CH3:31])[C:19]2[CH:24]=[CH:23][N:22]=[C:21]([C:25]3[CH:30]=[CH:29][CH:28]=[CH:27][CH:26]=3)[N:20]=2)[CH:15]=[CH:14][N:13]=1)[CH2:4][C:5]1[CH:10]=[CH:9][CH:8]=[CH:7][CH:6]=1)([CH3:35])[CH3:32], predict the reactants needed to synthesize it. (3) Given the product [Br:20][C:12]1[C:8]([C:5]2[CH:4]=[CH:3][C:2]([F:1])=[CH:7][CH:6]=2)=[N:9][NH:10][CH:11]=1, predict the reactants needed to synthesize it. The reactants are: [F:1][C:2]1[CH:7]=[CH:6][C:5]([C:8]2[CH:12]=[CH:11][NH:10][N:9]=2)=[CH:4][CH:3]=1.C1C(=O)N([Br:20])C(=O)C1.